This data is from Full USPTO retrosynthesis dataset with 1.9M reactions from patents (1976-2016). The task is: Predict the reactants needed to synthesize the given product. (1) Given the product [CH:10]([C@@H:13]1[CH2:17][O:16][C:15](=[O:18])[N:14]1[C:19]1[CH:20]=[C:21]([CH:25]2[C:34]([CH3:36])([CH3:35])[CH2:33][C:32]3[C:27](=[CH:28][CH:29]=[C:30]([C:37]([NH:9][S:6]([CH:3]4[CH2:5][CH2:4]4)(=[O:8])=[O:7])=[O:38])[CH:31]=3)[NH:26]2)[CH:22]=[CH:23][CH:24]=1)([CH3:12])[CH3:11], predict the reactants needed to synthesize it. The reactants are: [H-].[Na+].[CH:3]1([S:6]([NH2:9])(=[O:8])=[O:7])[CH2:5][CH2:4]1.[CH:10]([C@@H:13]1[CH2:17][O:16][C:15](=[O:18])[N:14]1[C:19]1[CH:20]=[C:21]([CH:25]2[C:34]([CH3:36])([CH3:35])[CH2:33][C:32]3[C:27](=[CH:28][CH:29]=[C:30]([C:37](O)=[O:38])[CH:31]=3)[NH:26]2)[CH:22]=[CH:23][CH:24]=1)([CH3:12])[CH3:11].C(N1C=CN=C1)(N1C=CN=C1)=O. (2) Given the product [O:27]=[C:6]1[NH:7][C@@H:8]([CH2:9][C:10]2[CH:11]=[CH:12][C:13]([O:16][C:17]3[N:18]=[CH:19][C:20]([CH:23]=[O:24])=[CH:21][CH:22]=3)=[CH:14][CH:15]=2)[CH2:25][O:5]1, predict the reactants needed to synthesize it. The reactants are: C([O:5][C:6](=[O:27])[NH:7][C@H:8]([CH2:25]O)[CH2:9][C:10]1[CH:15]=[CH:14][C:13]([O:16][C:17]2[CH:22]=[CH:21][C:20]([CH:23]=[O:24])=[CH:19][N:18]=2)=[CH:12][CH:11]=1)(C)(C)C.S(Cl)(Cl)=O.